From a dataset of Aqueous solubility values for 9,982 compounds from the AqSolDB database. Regression/Classification. Given a drug SMILES string, predict its absorption, distribution, metabolism, or excretion properties. Task type varies by dataset: regression for continuous measurements (e.g., permeability, clearance, half-life) or binary classification for categorical outcomes (e.g., BBB penetration, CYP inhibition). For this dataset (solubility_aqsoldb), we predict Y. (1) The molecule is Nc1ncnc2c1ccn2C1OC(CO)C(O)C1O. The Y is -1.95 log mol/L. (2) The molecule is COc1ccc(N/N=C2/C(=O)c3ccc(Nc4nc(Nc5ccc6c(c5)C=C(S(=O)(=O)[O-])/C(=N/Nc5ccc(OC)cc5S(=O)(=O)[O-])C6=O)nc(N5CCOCC5)n4)cc3C=C2S(=O)(=O)[O-])c(S(=O)(=O)[O-])c1.[Na+].[Na+].[Na+].[Na+]. The Y is -1.83 log mol/L. (3) The drug is C[C@]12CC[C@@H]3[C@H]4CCC(=O)C=C4CC[C@H]3[C@@H]1CC[C@@H]2O. The Y is -1.95 log mol/L. (4) The molecule is O=S(=O)(O)C(Cl)(S(=O)(=O)O)S(=O)(=O)O. The Y is 0.537 log mol/L. (5) The compound is Cc1cc(NS(=O)(=O)c2ccc(N)cc2)sn1. The Y is -1.08 log mol/L.